From a dataset of Full USPTO retrosynthesis dataset with 1.9M reactions from patents (1976-2016). Predict the reactants needed to synthesize the given product. (1) Given the product [CH2:1]([S:4]([NH:7][C:8]1[CH:9]=[C:10]([CH:14]=[CH:15][CH:16]=1)[C:11]([Cl:19])=[O:12])(=[O:6])=[O:5])[CH2:2][CH3:3], predict the reactants needed to synthesize it. The reactants are: [CH2:1]([S:4]([NH:7][C:8]1[CH:9]=[C:10]([CH:14]=[CH:15][CH:16]=1)[C:11](O)=[O:12])(=[O:6])=[O:5])[CH2:2][CH3:3].S(Cl)([Cl:19])=O. (2) Given the product [Br:1][C:2]1[CH:3]=[C:4]([NH:12][CH2:16][C:15]2[C:18]([CH3:22])=[CH:19][CH:20]=[CH:21][C:14]=2[CH3:13])[C:5]2[N:6]([CH:8]=[C:9]([CH3:11])[N:10]=2)[CH:7]=1, predict the reactants needed to synthesize it. The reactants are: [Br:1][C:2]1[CH:3]=[C:4]([NH2:12])[C:5]2[N:6]([CH:8]=[C:9]([CH3:11])[N:10]=2)[CH:7]=1.[CH3:13][C:14]1[CH:21]=[CH:20][CH:19]=[C:18]([CH3:22])[C:15]=1[CH2:16]Cl.[I-].[K+].C(=O)([O-])[O-].[Na+].[Na+].